Dataset: NCI-60 drug combinations with 297,098 pairs across 59 cell lines. Task: Regression. Given two drug SMILES strings and cell line genomic features, predict the synergy score measuring deviation from expected non-interaction effect. Drug 1: CS(=O)(=O)CCNCC1=CC=C(O1)C2=CC3=C(C=C2)N=CN=C3NC4=CC(=C(C=C4)OCC5=CC(=CC=C5)F)Cl. Drug 2: CN(CC1=CN=C2C(=N1)C(=NC(=N2)N)N)C3=CC=C(C=C3)C(=O)NC(CCC(=O)O)C(=O)O. Cell line: M14. Synergy scores: CSS=11.6, Synergy_ZIP=-5.40, Synergy_Bliss=-0.188, Synergy_Loewe=-26.0, Synergy_HSA=-2.79.